From a dataset of Reaction yield outcomes from USPTO patents with 853,638 reactions. Predict the reaction yield, written as a fraction of the theoretical maximum amount of product (1.0 means a 100% yield; for example, 0.34 means a 34% yield). (1) The reactants are [CH2:1]([NH:3][C:4]1[CH:9]=[CH:8][CH:7]=[CH:6][CH:5]=1)[CH3:2].C(N(CC)CC)C.Br[CH2:18][CH2:19][CH2:20][C:21]([O:23][CH2:24][CH3:25])=[O:22]. The catalyst is C(OCC)(=O)C. The product is [CH2:1]([N:3]([C:4]1[CH:9]=[CH:8][CH:7]=[CH:6][CH:5]=1)[CH2:18][CH2:19][CH2:20][C:21]([O:23][CH2:24][CH3:25])=[O:22])[CH3:2]. The yield is 0.770. (2) The reactants are [CH:1]1([P:4](Cl)(Cl)=[O:5])[CH2:3][CH2:2]1.[CH:8]([Mg]Br)=[CH2:9].[NH4+].[Cl-].[CH2:14]1COC[CH2:15]1. No catalyst specified. The product is [CH:1]1([P:4](=[O:5])([CH:8]=[CH2:9])[CH:14]=[CH2:15])[CH2:3][CH2:2]1. The yield is 0.390. (3) The yield is 0.980. The catalyst is C1COCC1. The reactants are C(NC(C)C)(C)C.[Li]CCCC.[F:13][C:14]1[CH:15]=[N:16][CH:17]=[CH:18][CH:19]=1.[C:20]([N:27]1[CH2:32][CH2:31][CH:30]([CH:33]=[O:34])[CH2:29][CH2:28]1)([O:22][C:23]([CH3:26])([CH3:25])[CH3:24])=[O:21]. The product is [F:13][C:14]1[CH:15]=[N:16][CH:17]=[CH:18][C:19]=1[CH:33]([OH:34])[CH:30]1[CH2:31][CH2:32][N:27]([C:20]([O:22][C:23]([CH3:25])([CH3:24])[CH3:26])=[O:21])[CH2:28][CH2:29]1. (4) The reactants are [NH2:1][CH2:2][C:3]1[CH:24]=[C:23]([F:25])[CH:22]=[CH:21][C:4]=1[O:5][C:6]1[CH:7]=[C:8]2[C:12](=[CH:13][CH:14]=1)[N:11]([CH2:15][C:16]([N:18]([CH3:20])[CH3:19])=[O:17])[N:10]=[CH:9]2.ClC(Cl)(Cl)C[O:29][C:30](=O)[NH:31][C:32]1[N:33]([C:41]2[CH:46]=[CH:45][C:44]([CH3:47])=[CH:43][CH:42]=2)[N:34]=[C:35]([C:37]([CH3:40])([CH3:39])[CH3:38])[CH:36]=1.CCN(C(C)C)C(C)C.CO. The catalyst is CN(C=O)C.ClCCl. The product is [C:37]([C:35]1[CH:36]=[C:32]([NH:31][C:30](=[O:29])[NH:1][CH2:2][C:3]2[CH:24]=[C:23]([F:25])[CH:22]=[CH:21][C:4]=2[O:5][C:6]2[CH:7]=[C:8]3[C:12](=[CH:13][CH:14]=2)[N:11]([CH2:15][C:16]([N:18]([CH3:20])[CH3:19])=[O:17])[N:10]=[CH:9]3)[N:33]([C:41]2[CH:46]=[CH:45][C:44]([CH3:47])=[CH:43][CH:42]=2)[N:34]=1)([CH3:40])([CH3:38])[CH3:39]. The yield is 0.360. (5) The reactants are [BH4-].[Na+].[N:3]1[C:12]2[C:7](=[CH:8][C:9]([CH2:13][N:14]3[C:18]4=[N:19][C:20]([C:23]5[CH:24]=[C:25]([CH:28]=[CH:29][CH:30]=5)[CH:26]=[O:27])=[CH:21][CH:22]=[C:17]4[N:16]=[N:15]3)=[CH:10][CH:11]=2)[CH:6]=[CH:5][CH:4]=1. The catalyst is CO. The product is [N:3]1[C:12]2[C:7](=[CH:8][C:9]([CH2:13][N:14]3[C:18]4=[N:19][C:20]([C:23]5[CH:24]=[C:25]([CH2:26][OH:27])[CH:28]=[CH:29][CH:30]=5)=[CH:21][CH:22]=[C:17]4[N:16]=[N:15]3)=[CH:10][CH:11]=2)[CH:6]=[CH:5][CH:4]=1. The yield is 0.240.